The task is: Predict the product of the given reaction.. This data is from Forward reaction prediction with 1.9M reactions from USPTO patents (1976-2016). (1) Given the reactants [CH:1]1([OH:11])[CH:10]2[N:5]([CH2:6][CH2:7][CH2:8][CH2:9]2)[CH2:4]CC1.CN1C[C@H]2[C@@H](O)CC[C@H]2C1.C(N1C[C@H]2[C@@H](O)CC[C@H]2C1)(C1C=CC=CC=1)(C1C=CC=CC=1)C1C=CC=CC=1.C=O, predict the reaction product. The product is: [C@H:1]1([OH:11])[C@H:10]2[N:5]([CH2:4][CH2:8][CH2:9]2)[CH2:6][CH2:7]1. (2) Given the reactants C([Sn](CCCC)(CCCC)[C:6]1[CH:11]=[N:10][CH:9]=[CH:8][N:7]=1)CCC.I[C:21]1[C@@:25]2([CH3:40])[CH2:26][CH2:27][C@H:28]3[C@H:37]([C@@H:24]2[CH2:23][CH:22]=1)[CH2:36][CH:35]=[C:34]1[C@:29]3([CH3:39])[CH2:30][CH2:31][C:32](=[O:38])[NH:33]1, predict the reaction product. The product is: [CH3:39][C@@:29]12[C@H:28]3[CH2:27][CH2:26][C@@:25]4([CH3:40])[C@H:24]([C@@H:37]3[CH2:36][CH:35]=[C:34]1[NH:33][C:32](=[O:38])[CH2:31][CH2:30]2)[CH2:23][CH:22]=[C:21]4[C:6]1[CH:11]=[N:10][CH:9]=[CH:8][N:7]=1.